From a dataset of Full USPTO retrosynthesis dataset with 1.9M reactions from patents (1976-2016). Predict the reactants needed to synthesize the given product. (1) Given the product [CH2:16]([O:19][C:20]([C:22]1([CH2:2][C:3]2[CH:4]=[C:5]([CH2:13][O:14][CH3:15])[C:6]([N+:10]([O-:12])=[O:11])=[C:7]([F:9])[CH:8]=2)[C:27](=[O:28])[CH:26]([NH:29][C:30]([O:32][C:33]([CH3:36])([CH3:35])[CH3:34])=[O:31])[CH2:25][S:24][CH2:23]1)=[O:21])[CH:17]=[CH2:18], predict the reactants needed to synthesize it. The reactants are: Br[CH2:2][C:3]1[CH:4]=[C:5]([CH2:13][O:14][CH3:15])[C:6]([N+:10]([O-:12])=[O:11])=[C:7]([F:9])[CH:8]=1.[CH2:16]([O:19][C:20]([CH:22]1[C:27](=[O:28])[CH:26]([NH:29][C:30]([O:32][C:33]([CH3:36])([CH3:35])[CH3:34])=[O:31])[CH2:25][S:24][CH2:23]1)=[O:21])[CH:17]=[CH2:18]. (2) Given the product [OH:13][CH2:12][CH2:11][CH2:10][CH2:9][N:1]1[CH2:6][CH2:5][C:4](=[O:7])[CH2:3][CH2:2]1, predict the reactants needed to synthesize it. The reactants are: [NH:1]1[CH2:6][CH2:5][C:4](=[O:7])[CH2:3][CH2:2]1.Cl[CH2:9][CH2:10][CH2:11][CH2:12][OH:13]. (3) Given the product [CH3:49][O:50][C:51]1[CH:56]=[CH:55][C:54]([NH:57][C:22](=[O:24])[CH2:21][O:20][C:19]2[CH:25]=[CH:26][C:16]([O:15][C:6]3[C:5]4[C:10](=[CH:11][C:12]([O:13][CH3:14])=[C:3]([O:2][CH3:1])[CH:4]=4)[N:9]=[CH:8][CH:7]=3)=[CH:17][CH:18]=2)=[CH:53][CH:52]=1, predict the reactants needed to synthesize it. The reactants are: [CH3:1][O:2][C:3]1[CH:4]=[C:5]2[C:10](=[CH:11][C:12]=1[O:13][CH3:14])[N:9]=[CH:8][CH:7]=[C:6]2[O:15][C:16]1[CH:26]=[CH:25][C:19]([O:20][CH2:21][C:22]([OH:24])=O)=[CH:18][CH:17]=1.CCN=C=NCCCN(C)C.Cl.C1C=CC2N(O)N=NC=2C=1.[CH3:49][O:50][C:51]1[CH:56]=[CH:55][C:54]([NH2:57])=[CH:53][CH:52]=1.C(=O)([O-])O.[Na+].